Dataset: Peptide-MHC class I binding affinity with 185,985 pairs from IEDB/IMGT. Task: Regression. Given a peptide amino acid sequence and an MHC pseudo amino acid sequence, predict their binding affinity value. This is MHC class I binding data. (1) The peptide sequence is NDTNYSGFM. The MHC is Mamu-B1001 with pseudo-sequence Mamu-B1001. The binding affinity (normalized) is 0.0164. (2) The peptide sequence is FLNRFTTTL. The MHC is HLA-A02:01 with pseudo-sequence HLA-A02:01. The binding affinity (normalized) is 0.808. (3) The peptide sequence is VPNRSTKGG. The MHC is HLA-B07:02 with pseudo-sequence HLA-B07:02. The binding affinity (normalized) is 0.0304.